Dataset: Peptide-MHC class II binding affinity with 134,281 pairs from IEDB. Task: Regression. Given a peptide amino acid sequence and an MHC pseudo amino acid sequence, predict their binding affinity value. This is MHC class II binding data. The peptide sequence is AAAGLAAAAPLESRQ. The MHC is HLA-DQA10201-DQB10202 with pseudo-sequence HLA-DQA10201-DQB10202. The binding affinity (normalized) is 0.